From a dataset of Catalyst prediction with 721,799 reactions and 888 catalyst types from USPTO. Predict which catalyst facilitates the given reaction. (1) Reactant: [O-2].[Al+3].[O-2].[O-2].[Al+3].[C:6]1([C:11]2([N:21]([CH3:23])[CH3:22])[CH2:20][CH2:19][C:14]3([O:18][CH2:17][CH2:16][O:15]3)[CH2:13][CH2:12]2)[CH2:10][CH2:9][CH2:8][CH:7]=1. Product: [CH:6]1([C:11]2([N:21]([CH3:23])[CH3:22])[CH2:20][CH2:19][C:14]3([O:18][CH2:17][CH2:16][O:15]3)[CH2:13][CH2:12]2)[CH2:10][CH2:9][CH2:8][CH2:7]1. The catalyst class is: 847. (2) Product: [CH3:11][C:12]1([CH2:18][OH:19])[CH2:17][CH2:16][O:15][CH2:14][CH2:13]1. The catalyst class is: 11. Reactant: [H-].C([Al+]CC(C)C)C(C)C.[CH3:11][C:12]1([C:18](OC)=[O:19])[CH2:17][CH2:16][O:15][CH2:14][CH2:13]1. (3) Reactant: C(S(N[C@H](C(OC(C)(C)C)=O)CC(O)=O)(=O)=O)CCCCC[CH2:7][CH2:8][CH2:9][CH2:10][CH2:11][CH2:12][CH2:13][CH2:14][CH2:15][CH3:16].ON1C2C=CC=CC=2N=N1.C1(N=C=NC2CCCCC2)CCCCC1. Product: [CH:15]([C:14]1[CH:13]=[CH:12][CH:11]=[CH:10][C:9]=1[CH:8]=[CH2:7])=[CH2:16].[CH2:16]=[CH:15][C:14]1[CH:9]=[CH:10][CH:11]=[CH:12][CH:13]=1. The catalyst class is: 3. (4) Reactant: C1C2C(COC(=O)[NH:17][C:18]3[CH:23]=[CH:22][C:21]([NH:24][C:25]([C:27]4[C:28]([O:33][CH2:34][C:35]5[CH:40]=[CH:39][CH:38]=[CH:37][CH:36]=5)=[N:29][CH:30]=[CH:31][CH:32]=4)=[O:26])=[C:20]([O:41][CH2:42][C:43]4[CH:48]=[CH:47][CH:46]=[CH:45][CH:44]=4)[CH:19]=3)C3C(=CC=CC=3)C=2C=CC=1.N1CCCCC1. Product: [NH2:17][C:18]1[CH:23]=[CH:22][C:21]([NH:24][C:25](=[O:26])[C:27]2[CH:32]=[CH:31][CH:30]=[N:29][C:28]=2[O:33][CH2:34][C:35]2[CH:40]=[CH:39][CH:38]=[CH:37][CH:36]=2)=[C:20]([O:41][CH2:42][C:43]2[CH:48]=[CH:47][CH:46]=[CH:45][CH:44]=2)[CH:19]=1. The catalyst class is: 118.